Task: Predict the reactants needed to synthesize the given product.. Dataset: Full USPTO retrosynthesis dataset with 1.9M reactions from patents (1976-2016) (1) Given the product [NH2:19][C:15]1[CH:16]=[C:17]2[C:12](=[CH:13][CH:14]=1)[CH2:11][C:10]1([O:9][C:8](=[O:22])[NH:7][C:6]3[N:23]=[CH:2][CH:3]=[CH:4][C:5]1=3)[CH2:18]2, predict the reactants needed to synthesize it. The reactants are: Cl[C:2]1[CH:3]=[CH:4][C:5]2[C:10]3([CH2:18][C:17]4[C:12](=[CH:13][CH:14]=[C:15]([N+:19]([O-])=O)[CH:16]=4)[CH2:11]3)[O:9][C:8](=[O:22])[NH:7][C:6]=2[N:23]=1.Cl.C(OCC)(=O)C. (2) The reactants are: [ClH:1].[NH:2]1[C:10]2[C:5](=[CH:6][CH:7]=[CH:8][CH:9]=2)[C:4]([CH2:11][C@H:12]([NH:16][CH2:17][CH2:18][CH3:19])[CH2:13][CH2:14][CH3:15])=[CH:3]1. Given the product [ClH:1].[NH:2]1[C:10]2[C:5](=[CH:6][CH:7]=[CH:8][CH:9]=2)[C:4]([CH2:11][C@H:12]([NH:16][CH2:17][CH2:18][CH3:19])[CH2:13][CH2:14][CH3:15])=[CH:3]1, predict the reactants needed to synthesize it. (3) Given the product [C:1]([N:4]1[C:13]2[C:8](=[CH:9][C:10]([C:31]3[CH:32]=[CH:33][C:28]([C:26]([O:25][CH2:23][CH3:24])=[O:27])=[CH:29][CH:30]=3)=[CH:11][CH:12]=2)[C@H:7]([NH:15][C:16]([O:17][CH:18]([CH3:20])[CH3:19])=[O:21])[CH2:6][C@@H:5]1[CH3:22])(=[O:3])[CH3:2], predict the reactants needed to synthesize it. The reactants are: [C:1]([N:4]1[C:13]2[C:8](=[CH:9][C:10](Br)=[CH:11][CH:12]=2)[C@H:7]([NH:15][C:16](=[O:21])[O:17][CH:18]([CH3:20])[CH3:19])[CH2:6][C@@H:5]1[CH3:22])(=[O:3])[CH3:2].[CH2:23]([O:25][C:26]([C:28]1[CH:33]=[CH:32][C:31](B(O)O)=[CH:30][CH:29]=1)=[O:27])[CH3:24].C([O-])([O-])=O.[Na+].[Na+]. (4) Given the product [O:1]1[C:5]2[CH:6]=[CH:7][C:8]([C:10]3[C:11](=[O:50])[O:12][C:13]([OH:49])([C:41]4[CH:46]=[CH:45][C:44]([O:47][CH3:48])=[CH:43][CH:42]=4)[C:14]=3[CH2:15][C:16]3[CH:21]=[C:20]([O:22][CH3:23])[C:19]([O:24][CH3:25])=[C:18]([O:26][CH2:27][CH2:28][O:29][CH2:30][CH2:31][O:32][CH2:33][CH2:34][O:35][CH2:36][CH2:37][NH2:38])[CH:17]=3)=[CH:9][C:4]=2[O:3][CH2:2]1, predict the reactants needed to synthesize it. The reactants are: [O:1]1[C:5]2[CH:6]=[CH:7][C:8]([C:10]3[C:11](=[O:50])[O:12][C:13]([OH:49])([C:41]4[CH:46]=[CH:45][C:44]([O:47][CH3:48])=[CH:43][CH:42]=4)[C:14]=3[CH2:15][C:16]3[CH:21]=[C:20]([O:22][CH3:23])[C:19]([O:24][CH3:25])=[C:18]([O:26][CH2:27][CH2:28][O:29][CH2:30][CH2:31][O:32][CH2:33][CH2:34][O:35][CH2:36][CH2:37][N:38]=[N+]=[N-])[CH:17]=3)=[CH:9][C:4]=2[O:3][CH2:2]1.C1C=CC(P(C2C=CC=CC=2)C2C=CC=CC=2)=CC=1.O. (5) Given the product [CH2:14]([NH:7][CH2:8][CH2:9][C:10]([CH3:12])([OH:13])[CH3:11])[CH3:15], predict the reactants needed to synthesize it. The reactants are: C(OC(=O)[N:7]([CH2:14][CH3:15])[CH2:8][CH2:9][C:10]([OH:13])([CH3:12])[CH3:11])(C)(C)C.Cl. (6) Given the product [Cl:23][C:20]1[CH:21]=[C:22]2[C:14]([C:9]3[N:8]=[C:7]([NH:6][CH:4]4[CH2:3][N:2]([S:46]([CH2:43][CH2:44][CH3:45])(=[O:48])=[O:47])[CH2:5]4)[C:12]([F:13])=[CH:11][N:10]=3)=[CH:15][N:16]([S:24]([C:27]3[CH:33]=[CH:32][C:30]([CH3:31])=[CH:29][CH:28]=3)(=[O:26])=[O:25])[C:17]2=[N:18][CH:19]=1, predict the reactants needed to synthesize it. The reactants are: Cl.[NH:2]1[CH2:5][CH:4]([NH:6][C:7]2[C:12]([F:13])=[CH:11][N:10]=[C:9]([C:14]3[C:22]4[C:17](=[N:18][CH:19]=[C:20]([Cl:23])[CH:21]=4)[N:16]([S:24]([C:27]4[CH:33]=[CH:32][C:30]([CH3:31])=[CH:29][CH:28]=4)(=[O:26])=[O:25])[CH:15]=3)[N:8]=2)[CH2:3]1.CCN(C(C)C)C(C)C.[CH2:43]([S:46](Cl)(=[O:48])=[O:47])[CH2:44][CH3:45].N1CCOCC1. (7) Given the product [OH:25][C:12]1[C:13]2[C:18]([C:19]3[CH:20]=[CH:21][CH:22]=[CH:23][CH:24]=3)=[N:17][CH:16]=[N:15][C:14]=2[N:9]([OH:8])[C:10](=[O:32])[C:11]=1[C:26]1[CH:27]=[CH:28][CH:29]=[CH:30][CH:31]=1, predict the reactants needed to synthesize it. The reactants are: C([O:8][N:9]1[C:14]2[N:15]=[CH:16][N:17]=[C:18]([C:19]3[CH:24]=[CH:23][CH:22]=[CH:21][CH:20]=3)[C:13]=2[C:12]([OH:25])=[C:11]([C:26]2[CH:31]=[CH:30][CH:29]=[CH:28][CH:27]=2)[C:10]1=[O:32])C1C=CC=CC=1.[H][H].